From a dataset of Peptide-MHC class I binding affinity with 185,985 pairs from IEDB/IMGT. Regression. Given a peptide amino acid sequence and an MHC pseudo amino acid sequence, predict their binding affinity value. This is MHC class I binding data. (1) The peptide sequence is IASVNPTAM. The MHC is H-2-Db with pseudo-sequence H-2-Db. The binding affinity (normalized) is 0.642. (2) The peptide sequence is KLRVLYDEFV. The MHC is HLA-A02:03 with pseudo-sequence HLA-A02:03. The binding affinity (normalized) is 0.674.